Dataset: Forward reaction prediction with 1.9M reactions from USPTO patents (1976-2016). Task: Predict the product of the given reaction. (1) Given the reactants C(N(CC)CC)C.[Cl:8][C:9]1[CH:17]=[C:16]2[C:12]([C:13]([CH:25]=[O:26])=[CH:14][N:15]2C(OC(C)(C)C)=O)=[CH:11][CH:10]=1.[CH3:27][O:28][C:29]1[CH:30]=[C:31]([CH:40]=[CH:41][CH:42]=1)[N:32]=[CH:33][C:34]1[CH:38]=[C:37]([CH3:39])[O:36][N:35]=1, predict the reaction product. The product is: [Cl:8][C:9]1[CH:17]=[C:16]2[C:12]([C:13]([C:25](=[O:26])[CH:33]([NH:32][C:31]3[CH:40]=[CH:41][CH:42]=[C:29]([O:28][CH3:27])[CH:30]=3)[C:34]3[CH:38]=[C:37]([CH3:39])[O:36][N:35]=3)=[CH:14][NH:15]2)=[CH:11][CH:10]=1. (2) Given the reactants [Cl:1][C:2]1[CH:7]=[CH:6][CH:5]=[C:4]([F:8])[C:3]=1[C:9]1[NH:10][C:11]2[C:16]([CH:17]=1)=[CH:15][C:14](B1OC(C)(C)C(C)(C)O1)=[CH:13][CH:12]=2.[CH:27]([C:30]1[S:34][C:33]([C:35]2[CH:36]=[N:37][CH:38]=[CH:39][CH:40]=2)=[N:32][C:31]=1OS(C(F)(F)F)(=O)=O)([CH3:29])[CH3:28].C(=O)([O-])[O-].[K+].[K+].O1CCOCC1, predict the reaction product. The product is: [Cl:1][C:2]1[CH:7]=[CH:6][CH:5]=[C:4]([F:8])[C:3]=1[C:9]1[NH:10][C:11]2[C:16]([CH:17]=1)=[CH:15][C:14]([C:31]1[N:32]=[C:33]([C:35]3[CH:36]=[N:37][CH:38]=[CH:39][CH:40]=3)[S:34][C:30]=1[CH:27]([CH3:29])[CH3:28])=[CH:13][CH:12]=2.